Task: Predict the product of the given reaction.. Dataset: Forward reaction prediction with 1.9M reactions from USPTO patents (1976-2016) Given the reactants [CH3:1][O:2][C:3]1[C:8]2[NH:9][C:10]([C:12]3[S:13][CH:14]=[CH:15][CH:16]=3)=[N:11][C:7]=2[C:6]([C:17]([OH:19])=O)=[CH:5][CH:4]=1.S(Cl)(Cl)=O.N1C=CC=CC=1.[NH:30]1[CH:34]=[CH:33][N:32]=[C:31]1[CH2:35][CH2:36][NH2:37], predict the reaction product. The product is: [NH:30]1[CH:34]=[CH:33][N:32]=[C:31]1[CH2:35][CH2:36][NH:37][C:17]([C:6]1[C:7]2[N:11]=[C:10]([C:12]3[S:13][CH:14]=[CH:15][CH:16]=3)[NH:9][C:8]=2[C:3]([O:2][CH3:1])=[CH:4][CH:5]=1)=[O:19].